This data is from Forward reaction prediction with 1.9M reactions from USPTO patents (1976-2016). The task is: Predict the product of the given reaction. (1) The product is: [CH3:48][O:49][C:50]([C:52]1[S:53][C:54]([C:17]2[CH:18]=[CH:19][C:14]([CH2:13][N:12]([CH:4]([C:3]([O:2][CH3:1])=[O:47])[CH2:5][C:6]3[CH:11]=[CH:10][CH:9]=[CH:8][CH:7]=3)[S:33]([C:36]3[C:41]([CH3:42])=[CH:40][C:39]([O:43][CH3:44])=[C:38]([CH3:45])[C:37]=3[CH3:46])(=[O:35])=[O:34])=[CH:15][CH:16]=2)=[CH:55][CH:56]=1)=[O:51]. Given the reactants [CH3:1][O:2][C:3](=[O:47])[CH:4]([N:12]([S:33]([C:36]1[C:41]([CH3:42])=[CH:40][C:39]([O:43][CH3:44])=[C:38]([CH3:45])[C:37]=1[CH3:46])(=[O:35])=[O:34])[CH2:13][C:14]1[CH:19]=[CH:18][C:17]([Sn](CCCC)(CCCC)CCCC)=[CH:16][CH:15]=1)[CH2:5][C:6]1[CH:11]=[CH:10][CH:9]=[CH:8][CH:7]=1.[CH3:48][O:49][C:50]([C:52]1[S:53][C:54](Br)=[CH:55][CH:56]=1)=[O:51], predict the reaction product. (2) Given the reactants S(Cl)([Cl:4])(=O)=O.[CH2:6]([O:8][C:9](=[O:26])[CH2:10][C:11](=[O:25])[CH2:12][CH2:13][NH:14][C:15]([O:17][CH2:18][C:19]1[CH:24]=[CH:23][CH:22]=[CH:21][CH:20]=1)=[O:16])[CH3:7].C([O-])(O)=O.[Na+], predict the reaction product. The product is: [CH2:6]([O:8][C:9](=[O:26])[CH:10]([Cl:4])[C:11](=[O:25])[CH2:12][CH2:13][NH:14][C:15]([O:17][CH2:18][C:19]1[CH:24]=[CH:23][CH:22]=[CH:21][CH:20]=1)=[O:16])[CH3:7]. (3) Given the reactants [F:1][C:2]([F:78])([C:64]1[CH:69]=[CH:68][C:67]([O:70][CH2:71][CH2:72][CH2:73][C:74]([F:77])([F:76])[F:75])=[CH:66][CH:65]=1)[O:3][C:4]1[CH:9]=[CH:8][C:7](/[CH:10]=[CH:11]/[C:12]([O:14][CH2:15][C:16]2[CH:21]=[C:20]([N+:22]([O-])=O)[CH:19]=[CH:18][C:17]=2[C:25]2[CH:30]=[CH:29][C:28]([N+:31]([O-])=O)=[CH:27][C:26]=2[CH2:34][O:35][C:36](=[O:63])/[CH:37]=[CH:38]/[C:39]2[CH:44]=[CH:43][C:42]([O:45][C:46]([F:62])([F:61])[C:47]3[CH:52]=[CH:51][C:50]([O:53][CH2:54][CH2:55][CH2:56][C:57]([F:60])([F:59])[F:58])=[CH:49][CH:48]=3)=[CH:41][CH:40]=2)=[O:13])=[CH:6][CH:5]=1, predict the reaction product. The product is: [F:1][C:2]([F:78])([C:64]1[CH:69]=[CH:68][C:67]([O:70][CH2:71][CH2:72][CH2:73][C:74]([F:77])([F:76])[F:75])=[CH:66][CH:65]=1)[O:3][C:4]1[CH:9]=[CH:8][C:7](/[CH:10]=[CH:11]/[C:12]([O:14][CH2:15][C:16]2[CH:21]=[C:20]([NH2:22])[CH:19]=[CH:18][C:17]=2[C:25]2[CH:30]=[CH:29][C:28]([NH2:31])=[CH:27][C:26]=2[CH2:34][O:35][C:36](=[O:63])/[CH:37]=[CH:38]/[C:39]2[CH:44]=[CH:43][C:42]([O:45][C:46]([F:62])([F:61])[C:47]3[CH:52]=[CH:51][C:50]([O:53][CH2:54][CH2:55][CH2:56][C:57]([F:58])([F:59])[F:60])=[CH:49][CH:48]=3)=[CH:41][CH:40]=2)=[O:13])=[CH:6][CH:5]=1. (4) Given the reactants [CH2:1]([O:8][C:9]([NH:11][CH2:12][CH2:13][CH2:14][C@H:15]([NH:21][C:22]([O:24][C:25]([CH3:28])([CH3:27])[CH3:26])=[O:23])[CH2:16][CH2:17]C(O)=O)=[O:10])[C:2]1[CH:7]=[CH:6][CH:5]=[CH:4][CH:3]=1.[NH2:29][CH2:30][C@@H:31]([NH:43][C:44]([O:46][C:47]([CH3:50])([CH3:49])[CH3:48])=[O:45])[CH2:32][CH2:33][CH2:34][NH:35][C:36](=[O:42])[O:37][C:38]([CH3:41])([CH3:40])[CH3:39].C(Cl)CCl.C1C=CC2N([OH:64])N=NC=2C=1, predict the reaction product. The product is: [C:47]([O:46][C:44]([NH:43][C@@H:31]([CH2:32][CH2:33][CH2:34][NH:35][C:36]([O:37][C:38]([CH3:41])([CH3:40])[CH3:39])=[O:42])[CH2:30][NH:29][C:17](=[O:64])[CH2:16][C@@H:15]([NH:21][C:22]([O:24][C:25]([CH3:26])([CH3:27])[CH3:28])=[O:23])[CH2:14][CH2:13][CH2:12][NH:11][C:9](=[O:10])[O:8][CH2:1][C:2]1[CH:3]=[CH:4][CH:5]=[CH:6][CH:7]=1)=[O:45])([CH3:50])([CH3:49])[CH3:48]. (5) Given the reactants C(OC([N:6]1[CH2:30][C@:29]2([C:31](=[O:35])[CH2:32][S:33][CH3:34])[C@@H:8]([CH2:9][C@H:10]3[C@H:23]4[C@@:14]([F:27])([C@:15]5([CH3:26])[C:20]([C@@H:21]([F:24])[CH2:22]4)=[CH:19][C:18](=[O:25])[CH:17]=[CH:16]5)[C@@H:13]([OH:28])[CH2:12][C@@:11]32[CH3:36])[CH2:7]1)=O)=C.[ClH:37].O1CCOCC1, predict the reaction product. The product is: [ClH:37].[F:27][C@@:14]12[C@:15]3([CH3:26])[C:20](=[CH:19][C:18](=[O:25])[CH:17]=[CH:16]3)[C@@H:21]([F:24])[CH2:22][C@H:23]1[C@@H:10]1[CH2:9][C@@H:8]3[C@:29]([C:31](=[O:35])[CH2:32][S:33][CH3:34])([C@@:11]1([CH3:36])[CH2:12][C@@H:13]2[OH:28])[CH2:30][NH:6][CH2:7]3. (6) The product is: [CH3:22][NH:23][C:2]1[N:7]=[C:6]([O:8][C:9]2[CH:10]=[C:11]3[C:16](=[CH:17][CH:18]=2)[C:15]([C:19]([OH:21])=[O:20])=[CH:14][CH:13]=[CH:12]3)[CH:5]=[CH:4][N:3]=1. Given the reactants F[C:2]1[N:7]=[C:6]([O:8][C:9]2[CH:10]=[C:11]3[C:16](=[CH:17][CH:18]=2)[C:15]([C:19]([OH:21])=[O:20])=[CH:14][CH:13]=[CH:12]3)[CH:5]=[CH:4][N:3]=1.[CH3:22][NH2:23], predict the reaction product.